From a dataset of Experimentally validated miRNA-target interactions with 360,000+ pairs, plus equal number of negative samples. Binary Classification. Given a miRNA mature sequence and a target amino acid sequence, predict their likelihood of interaction. (1) The miRNA is hsa-miR-1231 with sequence GUGUCUGGGCGGACAGCUGC. The protein sequence of the target gene is MGKNNSKLAPEVLEDLVQNTEFSEQELKQWYKGFLKDCPSGILNLEEFQQLYIKFFPYGDASKFAQHAFRTFDKNGDGTIDFREFICALSVTSRGSFEQKLNWAFEMYDLDGDGRITRLEMLEIIEAIYKMVGTVIMMRMNQDGLTPQQRVDKIFKKMDQDKDDQITLEEFKEAAKSDPSIVLLLQCDMQK. Result: 0 (no interaction). (2) The miRNA is hsa-miR-6778-5p with sequence AGUGGGAGGACAGGAGGCAGGU. The protein sequence of the target gene is MPHRSLRATVVLLLVILKKQPSSSAPLNGSKWTYVGPAGEKNWSKKYPSCGGLLQSPIDLHSDILQYDASLAPLQFQGYNVSVEKLLNLTNDGHSVRLNLNSDMYIQGLQPHHYRAEQLHLHWGNRNDPHGSEHTVSGKHFAAELHIVHYNSDLYPDFSTASDKSEGLAVLAVLIEIGSANPSYDKIFSHLQHVKYKGQQVLIPGFNIEELLPESPGEYYRYEGSLTTPPCYPTVLWTVFRNPVQISQEQLLALETALYFTHMDDPTPREMINNFRQVQKFDERLVYISFRQGLLTDTGL.... Result: 0 (no interaction).